This data is from Forward reaction prediction with 1.9M reactions from USPTO patents (1976-2016). The task is: Predict the product of the given reaction. (1) Given the reactants Cl[C:2]1[N:7]=[C:6]([NH2:8])[CH:5]=[CH:4][N:3]=1.[CH:9]12[O:16][CH:13]([CH2:14][CH2:15]1)[CH2:12][NH:11][CH2:10]2.C(=O)([O-])[O-].[K+].[K+], predict the reaction product. The product is: [CH:13]12[O:16][CH:9]([CH2:15][CH2:14]1)[CH2:10][N:11]([C:2]1[N:7]=[C:6]([NH2:8])[CH:5]=[CH:4][N:3]=1)[CH2:12]2. (2) Given the reactants C([S:8][C:9]1[CH:18]=[C:17]2[C:12]([C:13]([C:19]3[C:24]([O:25][CH3:26])=[CH:23][C:22]([C:27]4[CH:32]=[CH:31][CH:30]=[C:29]([F:33])[CH:28]=4)=[C:21]([Cl:34])[CH:20]=3)=[N:14][CH:15]=[N:16]2)=[CH:11][CH:10]=1)C1C=CC=CC=1.ClN1C(C)(C)C(=[O:43])N(Cl)C1=O.[F:46][C:47]1[C:52]([F:53])=[C:51]([F:54])[C:50]([F:55])=[C:49]([F:56])[C:48]=1[OH:57].C(N(CC)CC)C.[OH2:65], predict the reaction product. The product is: [Cl:34][C:21]1[CH:20]=[C:19]([C:13]2[C:12]3[C:17](=[CH:18][C:9]([S:8]([O:57][C:48]4[C:47]([F:46])=[C:52]([F:53])[C:51]([F:54])=[C:50]([F:55])[C:49]=4[F:56])(=[O:43])=[O:65])=[CH:10][CH:11]=3)[N:16]=[CH:15][N:14]=2)[C:24]([O:25][CH3:26])=[CH:23][C:22]=1[C:27]1[CH:32]=[CH:31][CH:30]=[C:29]([F:33])[CH:28]=1. (3) Given the reactants C[O:2][C:3](=O)[C:4]1[CH:9]=[C:8]([N+:10]([O-:12])=[O:11])[CH:7]=[C:6]([Cl:13])[CH:5]=1.CC(C[AlH]CC(C)C)C, predict the reaction product. The product is: [Cl:13][C:6]1[CH:5]=[C:4]([CH2:3][OH:2])[CH:9]=[C:8]([N+:10]([O-:12])=[O:11])[CH:7]=1. (4) Given the reactants ClC1C(OCC2(C(F)(F)F)CCCCC2)=C[C:5](F)=[C:6]([CH:14]=1)C(OC(C)(C)C)=O.Cl[C:29]1[C:30]([O:43][CH2:44][C:45]2([CH3:53])[CH2:50][CH2:49][C:48]([F:52])([F:51])[CH2:47][CH2:46]2)=[CH:31][C:32]([F:42])=[C:33]([CH:41]=1)[C:34]([O:36][C:37]([CH3:40])([CH3:39])[CH3:38])=[O:35], predict the reaction product. The product is: [CH:14]1([C:29]2[C:30]([O:43][CH2:44][C:45]3([CH3:53])[CH2:50][CH2:49][C:48]([F:52])([F:51])[CH2:47][CH2:46]3)=[CH:31][C:32]([F:42])=[C:33]([CH:41]=2)[C:34]([O:36][C:37]([CH3:40])([CH3:39])[CH3:38])=[O:35])[CH2:6][CH2:5]1.